This data is from Full USPTO retrosynthesis dataset with 1.9M reactions from patents (1976-2016). The task is: Predict the reactants needed to synthesize the given product. (1) Given the product [NH2:23][C:20]1[CH:21]=[CH:22][N:18]([C:5]2[CH:6]=[CH:7][C:8]([C:25]3[N:30]=[N:29][C:28]([N:31]([CH3:42])[CH:32]4[CH2:37][C:36]([CH3:38])([CH3:39])[NH:35][C:34]([CH3:41])([CH3:40])[CH2:33]4)=[CH:27][CH:26]=3)=[C:3]([O:2][CH3:1])[CH:4]=2)[N:19]=1, predict the reactants needed to synthesize it. The reactants are: [CH3:1][O:2][C:3]1[CH:4]=[C:5]([N:18]2[CH:22]=[CH:21][C:20]([NH2:23])=[N:19]2)[CH:6]=[CH:7][C:8]=1B1OC(C)(C)C(C)(C)O1.Cl[C:25]1[N:30]=[N:29][C:28]([N:31]([CH3:42])[CH:32]2[CH2:37][C:36]([CH3:39])([CH3:38])[NH:35][C:34]([CH3:41])([CH3:40])[CH2:33]2)=[CH:27][CH:26]=1.C([O-])(O)=O.[Na+].CCOCC. (2) Given the product [CH3:36][N:34]([CH3:35])[C:30]1[CH:29]=[C:28]([CH:33]=[CH:32][CH:31]=1)[C:26]([C:25]1[CH:8]([C:7]2[CH:10]=[CH:11][C:4]([CH:1]([CH3:3])[CH3:2])=[CH:5][CH:6]=2)[N:12]([C:13]2[N:14]=[N:15][C:16]([CH3:19])=[CH:17][CH:18]=2)[C:23](=[O:22])[C:24]=1[OH:37])=[O:27], predict the reactants needed to synthesize it. The reactants are: [CH:1]([C:4]1[CH:11]=[CH:10][C:7]([CH:8]=O)=[CH:6][CH:5]=1)([CH3:3])[CH3:2].[NH2:12][C:13]1[N:14]=[N:15][C:16]([CH3:19])=[CH:17][CH:18]=1.C([O:22][C:23](=O)[C:24]([OH:37])=[CH:25][C:26]([C:28]1[CH:33]=[CH:32][CH:31]=[C:30]([N:34]([CH3:36])[CH3:35])[CH:29]=1)=[O:27])C. (3) Given the product [CH:1]12[CH2:10][CH:5]3[CH2:6][CH:7]([CH2:9][CH:3]([CH2:4]3)[CH:2]1[NH:11][C:12]([N:14]1[CH2:15][CH2:16][C:17]3([C:27]4[C:22](=[CH:23][CH:24]=[CH:25][CH:26]=4)[C:21]([C:28]([O:30][CH2:31][CH3:32])=[O:29])=[CH:20]3)[CH2:18][CH2:19]1)=[O:13])[CH2:8]2, predict the reactants needed to synthesize it. The reactants are: [CH:1]12[CH2:10][CH:5]3[CH2:6][CH:7]([CH2:9][CH:3]([CH2:4]3)[CH:2]1[NH:11][C:12]([N:14]1[CH2:19][CH2:18][C:17]3([C:27]4[C:22](=[CH:23][CH:24]=[CH:25][CH:26]=4)[C:21]([C:28]([OH:30])=[O:29])=[CH:20]3)[CH2:16][CH2:15]1)=[O:13])[CH2:8]2.[CH2:31](O)[CH3:32]. (4) Given the product [Br:1][C:2]1[CH:3]=[N:4][N:5]([CH3:17])[C:6]=1[C:7]1[CH:8]=[C:9]([C:14]([NH:18][C@@H:19]([CH2:32][C:33]2[CH:38]=[CH:37][CH:36]=[CH:35][C:34]=2[C:39]([F:42])([F:40])[F:41])[CH2:20][N:21]2[C:29](=[O:30])[C:28]3[C:23](=[CH:24][CH:25]=[CH:26][CH:27]=3)[C:22]2=[O:31])=[O:16])[S:10][C:11]=1[CH2:12][CH3:13], predict the reactants needed to synthesize it. The reactants are: [Br:1][C:2]1[CH:3]=[N:4][N:5]([CH3:17])[C:6]=1[C:7]1[CH:8]=[C:9]([C:14]([OH:16])=O)[S:10][C:11]=1[CH2:12][CH3:13].[NH2:18][C@@H:19]([CH2:32][C:33]1[CH:38]=[CH:37][CH:36]=[CH:35][C:34]=1[C:39]([F:42])([F:41])[F:40])[CH2:20][N:21]1[C:29](=[O:30])[C:28]2[C:23](=[CH:24][CH:25]=[CH:26][CH:27]=2)[C:22]1=[O:31].C(N(CC)C(C)C)(C)C.F[P-](F)(F)(F)(F)F.Br[P+](N1CCCC1)(N1CCCC1)N1CCCC1.